Dataset: Forward reaction prediction with 1.9M reactions from USPTO patents (1976-2016). Task: Predict the product of the given reaction. (1) Given the reactants Cl[C:2]1[C:7]([C:8]([F:11])([F:10])[F:9])=[CH:6][C:5]([N+:12]([O-:14])=[O:13])=[CH:4][C:3]=1[C:15]([F:18])([F:17])[F:16].C([O-])([O-])=O.[K+].[K+].[CH2:25]([O:27][C:28]([C:30]1[NH:31][C:32]2[C:37]([C:38]=1[CH3:39])=[CH:36][C:35]([OH:40])=[CH:34][CH:33]=2)=[O:29])[CH3:26], predict the reaction product. The product is: [CH2:25]([O:27][C:28]([C:30]1[NH:31][C:32]2[C:37]([C:38]=1[CH3:39])=[CH:36][C:35]([O:40][C:2]1[C:7]([C:8]([F:11])([F:10])[F:9])=[CH:6][C:5]([N+:12]([O-:14])=[O:13])=[CH:4][C:3]=1[C:15]([F:18])([F:17])[F:16])=[CH:34][CH:33]=2)=[O:29])[CH3:26]. (2) Given the reactants NC(N)=O.[NH2:5][C:6]1[CH:7]=[CH:8][C:9]([N:12]2[CH2:17][CH2:16][C:15]3=[C:18]([C:21]([NH2:23])=[O:22])[NH:19][N:20]=[C:14]3[CH2:13]2)=[N:10][CH:11]=1.[F:24][C:25]1[CH:30]=[CH:29][C:28]([C:31]([F:34])([F:33])[F:32])=[CH:27][C:26]=1[N:35]=[C:36]=[O:37], predict the reaction product. The product is: [F:24][C:25]1[CH:30]=[CH:29][C:28]([C:31]([F:34])([F:33])[F:32])=[CH:27][C:26]=1[NH:35][C:36](=[O:37])[NH:5][C:6]1[CH:7]=[CH:8][C:9]([N:12]2[CH2:17][CH2:16][C:15]3=[C:18]([C:21]([NH2:23])=[O:22])[NH:19][N:20]=[C:14]3[CH2:13]2)=[N:10][CH:11]=1. (3) Given the reactants O=[C:2]1[CH2:5][C:4]2([CH2:10][CH2:9][N:8](C(OC(C)(C)C)=O)[CH2:7][CH2:6]2)[CH2:3]1.[F:18][C:19]1[C:24]([F:25])=[CH:23][CH:22]=[CH:21][C:20]=1[Mg]Br.C([SiH](CC)CC)C.FC(F)(F)C(O)=O.C(Cl)[Cl:43], predict the reaction product. The product is: [ClH:43].[F:18][C:19]1[C:24]([F:25])=[CH:23][CH:22]=[CH:21][C:20]=1[CH:2]1[CH2:3][C:4]2([CH2:6][CH2:7][NH:8][CH2:9][CH2:10]2)[CH2:5]1. (4) Given the reactants [CH:1]1([C:6]2[CH:7]=[C:8]3[C:13](=[CH:14][CH:15]=2)[C:12](=[O:16])[NH:11][C:10](=[O:17])[CH2:9]3)[CH2:5][CH2:4][CH2:3][CH2:2]1.[CH3:18][O:19][CH:20](OC)OC, predict the reaction product. The product is: [CH:1]1([C:6]2[CH:7]=[C:8]3[C:13](=[CH:14][CH:15]=2)[C:12](=[O:16])[NH:11][C:10](=[O:17])[C:9]3=[CH:18][O:19][CH3:20])[CH2:2][CH2:3][CH2:4][CH2:5]1. (5) Given the reactants Cl.[C:2]1([C:8]2[CH:9]=[N:10][NH:11][CH:12]=2)[CH:7]=[CH:6][CH:5]=[CH:4][CH:3]=1.CCN(C(C)C)C(C)C.Cl[C:23](Cl)([O:25]C(=O)OC(Cl)(Cl)Cl)Cl.Cl.[NH2:35][CH2:36][C:37]([N:39]1[CH2:44][CH2:43][N:42]([C:45](=[O:56])[C:46]2[CH:51]=[CH:50][CH:49]=[CH:48][C:47]=2[C:52]([F:55])([F:54])[F:53])[CH2:41][CH2:40]1)=[O:38], predict the reaction product. The product is: [O:38]=[C:37]([N:39]1[CH2:40][CH2:41][N:42]([C:45](=[O:56])[C:46]2[CH:51]=[CH:50][CH:49]=[CH:48][C:47]=2[C:52]([F:55])([F:53])[F:54])[CH2:43][CH2:44]1)[CH2:36][NH:35][C:23]([N:10]1[CH:9]=[C:8]([C:2]2[CH:3]=[CH:4][CH:5]=[CH:6][CH:7]=2)[CH:12]=[N:11]1)=[O:25]. (6) Given the reactants [C:1]([O:5][C:6]([N:8]1[CH2:13][CH2:12][N:11]([CH2:14][C:15]2[CH:20]=[C:19]([O:21][C:22]([F:25])([F:24])[F:23])[CH:18]=[C:17]([C:26]([O:28]CC)=[O:27])[CH:16]=2)[CH2:10][CH2:9]1)=[O:7])([CH3:4])([CH3:3])[CH3:2].C(OC(N1CCN(CC2C=CC(C(O)=O)=CC=2C(F)(F)F)CC1)=O)(C)(C)C, predict the reaction product. The product is: [C:1]([O:5][C:6]([N:8]1[CH2:9][CH2:10][N:11]([CH2:14][C:15]2[CH:20]=[C:19]([O:21][C:22]([F:24])([F:25])[F:23])[CH:18]=[C:17]([C:26]([OH:28])=[O:27])[CH:16]=2)[CH2:12][CH2:13]1)=[O:7])([CH3:4])([CH3:2])[CH3:3].